This data is from Forward reaction prediction with 1.9M reactions from USPTO patents (1976-2016). The task is: Predict the product of the given reaction. The product is: [NH2:17][C:15]1[CH:14]=[CH:13][C:5]([C:6]([O:8][C:9]([CH3:11])([CH3:12])[CH3:10])=[O:7])=[C:4]([F:3])[CH:16]=1. Given the reactants [Cl-].[NH4+].[F:3][C:4]1[CH:16]=[C:15]([N+:17]([O-])=O)[CH:14]=[CH:13][C:5]=1[C:6]([O:8][C:9]([CH3:12])([CH3:11])[CH3:10])=[O:7], predict the reaction product.